This data is from Forward reaction prediction with 1.9M reactions from USPTO patents (1976-2016). The task is: Predict the product of the given reaction. (1) Given the reactants [C:1]([C:5]1[S:9][C:8]([NH:10][C:11](=[O:21])[C:12]2[CH:17]=[C:16]([Cl:18])[CH:15]=[CH:14][C:13]=2[O:19][CH3:20])=[N:7][CH:6]=1)([CH3:4])([CH3:3])[CH3:2].CC(C)([O-])C.[K+].Cl.Cl[CH2:30][C:31]1[N:32]=[CH:33][S:34][CH:35]=1, predict the reaction product. The product is: [C:1]([C:5]1[S:9]/[C:8](=[N:10]\[C:11](=[O:21])[C:12]2[CH:17]=[C:16]([Cl:18])[CH:15]=[CH:14][C:13]=2[O:19][CH3:20])/[N:7]([CH2:30][C:31]2[N:32]=[CH:33][S:34][CH:35]=2)[CH:6]=1)([CH3:4])([CH3:2])[CH3:3]. (2) Given the reactants O[CH2:2][C:3]1[CH:4]=[CH:5][C:6]([NH:26][C:27](=[O:29])[CH3:28])=[C:7]([C:9]2[C:14]([CH3:15])=[CH:13][C:12]([O:16][CH2:17][C:18]3([OH:24])[CH2:23][CH2:22][S:21][CH2:20][CH2:19]3)=[CH:11][C:10]=2[CH3:25])[CH:8]=1.[F:30][C:31]1[CH:36]=[C:35]([NH:37][S:38]([C:41]2[CH:46]=[CH:45][CH:44]=[CH:43][C:42]=2[N+:47]([O-:49])=[O:48])(=[O:40])=[O:39])[CH:34]=[CH:33][C:32]=1[CH2:50][CH2:51][C:52]([O:54][CH2:55][CH3:56])=[O:53].C1(P(C2C=CC=CC=2)C2C=CC=CC=2)C=CC=CC=1.N(C(OCC)=O)=NC(OCC)=O, predict the reaction product. The product is: [C:27]([NH:26][C:6]1[C:7]([C:9]2[C:10]([CH3:25])=[CH:11][C:12]([O:16][CH2:17][C:18]3([OH:24])[CH2:23][CH2:22][S:21][CH2:20][CH2:19]3)=[CH:13][C:14]=2[CH3:15])=[CH:8][C:3]([CH2:2][N:37]([S:38]([C:41]2[CH:46]=[CH:45][CH:44]=[CH:43][C:42]=2[N+:47]([O-:49])=[O:48])(=[O:39])=[O:40])[C:35]2[CH:34]=[CH:33][C:32]([CH2:50][CH2:51][C:52]([O:54][CH2:55][CH3:56])=[O:53])=[C:31]([F:30])[CH:36]=2)=[CH:4][CH:5]=1)(=[O:29])[CH3:28]. (3) Given the reactants [CH2:1]([NH:3][C:4]([NH:6][C:7]1[N:8]=[C:9]2[CH:14]=[C:13]([C:15]3[CH:16]=[N:17][CH:18]=[CH:19][CH:20]=3)[CH:12]=C(C=O)[N:10]2[CH:23]=1)=[O:5])[CH3:2].[C-]#N.[Na+].C(O)(=O)C.[C:31]([O:34][CH2:35]C)(=[O:33])[CH3:32], predict the reaction product. The product is: [CH3:35][O:34][C:31]([C:32]1[N:10]2[CH:23]=[C:7]([NH:6][C:4]([NH:3][CH2:1][CH3:2])=[O:5])[N:8]=[C:9]2[CH:14]=[C:13]([C:15]2[CH:16]=[N:17][CH:18]=[CH:19][CH:20]=2)[CH:12]=1)=[O:33]. (4) Given the reactants [NH2:1][C:2]1[C:7]([N+:8]([O-])=O)=[C:6]([N:11]2[CH2:16][CH2:15][N:14]([CH2:17][C:18]([NH:20][C:21]3[S:22][CH:23]=[CH:24][N:25]=3)=[O:19])[CH2:13][CH2:12]2)[C:5]([Cl:26])=[CH:4][N:3]=1.CCO.[O:30]=[S:31]1(=[O:45])[CH2:36][CH2:35][N:34]([C:37]2[CH:44]=[CH:43][C:40]([CH:41]=O)=[CH:39][CH:38]=2)[CH2:33][CH2:32]1.[O-]S(S([O-])=O)=O.[Na+].[Na+], predict the reaction product. The product is: [Cl:26][C:5]1[C:6]([N:11]2[CH2:16][CH2:15][N:14]([CH2:17][C:18]([NH:20][C:21]3[S:22][CH:23]=[CH:24][N:25]=3)=[O:19])[CH2:13][CH2:12]2)=[C:7]2[N:8]=[C:41]([C:40]3[CH:39]=[CH:38][C:37]([N:34]4[CH2:33][CH2:32][S:31](=[O:45])(=[O:30])[CH2:36][CH2:35]4)=[CH:44][CH:43]=3)[NH:1][C:2]2=[N:3][CH:4]=1. (5) Given the reactants [F:1][C:2]1[CH:10]=[C:9]2[C:5]([C:6]([C:11]3[CH:12]=[CH:13][C:14]([N:17](C)[C:18](=[O:20])[CH3:19])=[N:15][CH:16]=3)=[CH:7][NH:8]2)=[CH:4][CH:3]=1.[N:22]1(CC(O)=O)[CH2:27][CH2:26][O:25][CH2:24][CH2:23]1, predict the reaction product. The product is: [F:1][C:2]1[CH:10]=[C:9]2[C:5]([C:6]([C:11]3[CH:12]=[CH:13][C:14]([NH:17][C:18](=[O:20])[CH2:19][N:22]4[CH2:27][CH2:26][O:25][CH2:24][CH2:23]4)=[N:15][CH:16]=3)=[CH:7][NH:8]2)=[CH:4][CH:3]=1.